Regression/Classification. Given a drug SMILES string, predict its absorption, distribution, metabolism, or excretion properties. Task type varies by dataset: regression for continuous measurements (e.g., permeability, clearance, half-life) or binary classification for categorical outcomes (e.g., BBB penetration, CYP inhibition). For this dataset (ppbr_az), we predict Y. From a dataset of Plasma protein binding rate (PPBR) regression data from AstraZeneca. (1) The drug is C[C@@](C(=O)O[C@H]1C[N+]2(CCCc3ccncc3)CCC1CC2)(c1ccccc1)N1CCCCC1. The Y is 51.7 %. (2) The compound is COCC[C@H](Oc1ncnc2c1cnn2-c1ccccc1Cl)C(=O)Nc1ccc(C)cn1. The Y is 95.4 %. (3) The compound is CC#Cc1cncc(-c2csc([C@]3(C)CC(=O)N(C)C(=N)N3)c2)c1. The Y is 88.1 %. (4) The Y is 97.8 %. The compound is CCOc1cc2ncc(C(N)=O)c(Nc3ccc(F)cc3F)c2cc1N1CCCN(C2CC2)CC1. (5) The compound is CN(C)CCNC(=O)c1ccc(Nc2ncc3cc(-c4ccncc4)ccc3n2)cc1. The Y is 98.9 %. (6) The drug is CN1C(=O)CN=C(c2ccccc2)c2cc(Cl)ccc21. The Y is 98.6 %. (7) The molecule is C[C@H](Nc1ccc2ncn(-c3cc(C4CC4)[nH]n3)c2n1)c1ncc(F)cn1. The Y is 78.8 %. (8) The molecule is COc1ccc(Cl)cc1C1(F)C(=O)Nc2cc(C(F)(F)F)ccc21. The Y is 99.8 %. (9) The molecule is COC(=O)[C@@H]1C2CCC(C[C@@H]1c1ccc(I)cc1)N2CCCF. The Y is 79.9 %.